Predict the reaction yield, written as a fraction of the theoretical maximum amount of product (1.0 means a 100% yield; for example, 0.34 means a 34% yield). From a dataset of Reaction yield outcomes from USPTO patents with 853,638 reactions. (1) The yield is 0.670. The product is [C:1]([O:5][C:6]([N:8]1[CH:14]([C:15](=[O:17])[NH:44][CH2:45][C:46]([C:48]2[CH:53]=[CH:52][C:51]([Br:54])=[CH:50][CH:49]=2)=[O:47])[CH2:13][C:10]2([CH2:11][CH2:12]2)[CH2:9]1)=[O:7])([CH3:2])([CH3:3])[CH3:4]. The catalyst is CN(C=O)C.C(OCC)(=O)C. The reactants are [C:1]([O:5][C:6]([N:8]1[CH:14]([C:15]([OH:17])=O)[CH2:13][C:10]2([CH2:12][CH2:11]2)[CH2:9]1)=[O:7])([CH3:4])([CH3:3])[CH3:2].CN(C(ON1N=NC2C=CC=NC1=2)=[N+](C)C)C.F[P-](F)(F)(F)(F)F.Cl.Cl.[NH2:44][CH2:45][C:46]([C:48]1[CH:53]=[CH:52][C:51]([Br:54])=[CH:50][CH:49]=1)=[O:47].CCN(C(C)C)C(C)C. (2) The reactants are [Si:1]([O:8][C:9]1[CH:13]=[C:12]([C:14]([F:17])([F:16])[F:15])[S:11][C:10]=1[CH2:18]O)([C:4]([CH3:7])([CH3:6])[CH3:5])([CH3:3])[CH3:2].C(N(CC)CC)C.S(Cl)([Cl:29])=O. The catalyst is ClCCl. The product is [C:4]([Si:1]([O:8][C:9]1[CH:13]=[C:12]([C:14]([F:17])([F:16])[F:15])[S:11][C:10]=1[CH2:18][Cl:29])([CH3:3])[CH3:2])([CH3:7])([CH3:6])[CH3:5]. The yield is 0.700. (3) The reactants are [CH:1]1([CH:7]([NH:23][C:24]2[CH:29]=[CH:28][C:27]([C:30]([N:32]([CH3:40])[CH2:33][CH2:34][C:35]([O:37]CC)=[O:36])=[O:31])=[CH:26][CH:25]=2)[C:8]2[O:9][C:10]3[CH:17]=[CH:16][C:15]([O:18][CH2:19][CH2:20][O:21][CH3:22])=[CH:14][C:11]=3[C:12]=2[CH3:13])[CH2:6][CH2:5][CH2:4][CH2:3][CH2:2]1.[OH-].[Na+]. The catalyst is C(O)C. The product is [CH:1]1([CH:7]([NH:23][C:24]2[CH:25]=[CH:26][C:27]([C:30]([N:32]([CH3:40])[CH2:33][CH2:34][C:35]([OH:37])=[O:36])=[O:31])=[CH:28][CH:29]=2)[C:8]2[O:9][C:10]3[CH:17]=[CH:16][C:15]([O:18][CH2:19][CH2:20][O:21][CH3:22])=[CH:14][C:11]=3[C:12]=2[CH3:13])[CH2:2][CH2:3][CH2:4][CH2:5][CH2:6]1. The yield is 0.590.